The task is: Predict which catalyst facilitates the given reaction.. This data is from Catalyst prediction with 721,799 reactions and 888 catalyst types from USPTO. (1) Reactant: [CH2:1]([O:3][C:4]1[CH:9]=[CH:8][CH:7]=[C:6]([F:10])[C:5]=1[N:11]1[CH:15]=[CH:14][C:13]([NH2:16])=[N:12]1)[CH3:2].C(N(CC)CC)C.[Cl:24][C:25]1[CH:33]=[CH:32][CH:31]=[CH:30][C:26]=1[C:27](Cl)=[O:28]. Product: [Cl:24][C:25]1[CH:33]=[CH:32][CH:31]=[CH:30][C:26]=1[C:27]([NH:16][C:13]1[CH:14]=[CH:15][N:11]([C:5]2[C:6]([F:10])=[CH:7][CH:8]=[CH:9][C:4]=2[O:3][CH2:1][CH3:2])[N:12]=1)=[O:28]. The catalyst class is: 4. (2) Reactant: [OH:1][CH:2]1[CH2:11][CH2:10][NH:9][C:8]2[N:7]=[CH:6][C:5]([C:12]3[CH:17]=[CH:16][C:15]([C:18]([N:20]4[CH2:25][CH2:24][N:23]([CH3:26])[CH2:22][CH2:21]4)=[O:19])=[CH:14][CH:13]=3)=[CH:4][C:3]1=2.O[C:28]1[CH:29]=[N:30][CH:31]=[CH:32][CH:33]=1. Product: [CH3:26][N:23]1[CH2:22][CH2:21][N:20]([C:18]([C:15]2[CH:14]=[CH:13][C:12]([C:5]3[CH:6]=[N:7][C:8]4[NH:9][CH2:10][CH2:11][CH:2]([O:1][C:28]5[CH:29]=[N:30][CH:31]=[CH:32][CH:33]=5)[C:3]=4[CH:4]=3)=[CH:17][CH:16]=2)=[O:19])[CH2:25][CH2:24]1. The catalyst class is: 100. (3) Reactant: Br[C:2]1[C:3]([F:9])=[C:4]([CH:6]=[CH:7][CH:8]=1)[NH2:5].[CH3:10][C:11]1([CH3:27])[C:15]([CH3:17])([CH3:16])[O:14][B:13]([B:13]2[O:14][C:15]([CH3:17])([CH3:16])[C:11]([CH3:27])([CH3:10])[O:12]2)[O:12]1.CC([O-])=O.[K+]. Product: [F:9][C:3]1[C:2]([B:13]2[O:14][C:15]([CH3:17])([CH3:16])[C:11]([CH3:27])([CH3:10])[O:12]2)=[CH:8][CH:7]=[CH:6][C:4]=1[NH2:5]. The catalyst class is: 75. (4) Reactant: [Cl:1][C:2]1[C:3]([C:9](=[N:25][O:26][CH3:27])[CH:10]([NH:12][C:13](=[O:24])[C:14]2[CH:19]=[CH:18][CH:17]=[CH:16][C:15]=2[C:20]([F:23])([F:22])[F:21])[CH3:11])=[N:4][CH:5]=[C:6]([Cl:8])[CH:7]=1. Product: [Cl:1][C:2]1[C:3](/[C:9](=[N:25]\[O:26][CH3:27])/[CH:10]([NH:12][C:13](=[O:24])[C:14]2[CH:19]=[CH:18][CH:17]=[CH:16][C:15]=2[C:20]([F:22])([F:21])[F:23])[CH3:11])=[N:4][CH:5]=[C:6]([Cl:8])[CH:7]=1. The catalyst class is: 10. (5) Reactant: Cl.[Cl:2][CH2:3][CH2:4][N:5]([CH2:13][CH2:14][Cl:15])[C:6]1[CH:11]=[CH:10][C:9]([NH2:12])=[CH:8][CH:7]=1.O=C(Cl)[O:18][C:19](Cl)(Cl)[Cl:20]. Product: [ClH:2].[Cl:2][CH2:3][CH2:4][N:5]([C:6]1[CH:11]=[CH:10][C:9]([NH:12][C:19]([Cl:20])=[O:18])=[CH:8][CH:7]=1)[CH2:13][CH2:14][Cl:15]. The catalyst class is: 1. (6) Reactant: I[C:2]1[S:6][C:5]([C:7]([O:9][CH3:10])=[O:8])=[C:4]([N:11]([C:15]([C@H:17]2[CH2:22][CH2:21][C@H:20]([CH3:23])[CH2:19][CH2:18]2)=[O:16])[CH:12]([CH3:14])[CH3:13])[CH:3]=1.[C:24](=[O:27])([O-])[O-].[Na+].[Na+].[CH3:30][N:31]([CH:33]=O)C. Product: [NH2:11][C:4]1[CH:3]=[CH:2][C:30]2[N:31]=[C:33]([C:22]3[CH:17]=[CH:18][C:19]([C:2]4[S:6][C:5]([C:7]([O:9][CH3:10])=[O:8])=[C:4]([N:11]([C:15]([C@H:17]5[CH2:22][CH2:21][C@H:20]([CH3:23])[CH2:19][CH2:18]5)=[O:16])[CH:12]([CH3:14])[CH3:13])[CH:3]=4)=[CH:20][CH:21]=3)[O:27][C:24]=2[CH:5]=1. The catalyst class is: 73. (7) Reactant: [CH2:1]([S:3]([C:6]1[CH:7]=[C:8]([C:12]2[C:17]3[C:18]4[CH:24]=[C:23]([CH3:25])[CH:22]=[N:21][C:19]=4[NH:20][C:16]=3[C:15]([C:26]#[N:27])=[N:14][CH:13]=2)[CH:9]=[CH:10][CH:11]=1)(=[O:5])=[O:4])[CH3:2].[OH-:28].[K+].OO. Product: [CH2:1]([S:3]([C:6]1[CH:7]=[C:8]([C:12]2[C:17]3[C:18]4[CH:24]=[C:23]([CH3:25])[CH:22]=[N:21][C:19]=4[NH:20][C:16]=3[C:15]([C:26]([NH2:27])=[O:28])=[N:14][CH:13]=2)[CH:9]=[CH:10][CH:11]=1)(=[O:4])=[O:5])[CH3:2]. The catalyst class is: 1.